Task: Regression. Given two drug SMILES strings and cell line genomic features, predict the synergy score measuring deviation from expected non-interaction effect.. Dataset: NCI-60 drug combinations with 297,098 pairs across 59 cell lines (1) Drug 1: CC1=C(C(CCC1)(C)C)C=CC(=CC=CC(=CC(=O)O)C)C. Drug 2: C1CNP(=O)(OC1)N(CCCl)CCCl. Cell line: KM12. Synergy scores: CSS=-5.93, Synergy_ZIP=0.813, Synergy_Bliss=-4.49, Synergy_Loewe=-1.85, Synergy_HSA=-6.08. (2) Drug 1: CCCCC(=O)OCC(=O)C1(CC(C2=C(C1)C(=C3C(=C2O)C(=O)C4=C(C3=O)C=CC=C4OC)O)OC5CC(C(C(O5)C)O)NC(=O)C(F)(F)F)O. Drug 2: CC(C)NC(=O)C1=CC=C(C=C1)CNNC.Cl. Cell line: TK-10. Synergy scores: CSS=51.0, Synergy_ZIP=10.1, Synergy_Bliss=6.57, Synergy_Loewe=-10.7, Synergy_HSA=4.57. (3) Drug 1: CNC(=O)C1=NC=CC(=C1)OC2=CC=C(C=C2)NC(=O)NC3=CC(=C(C=C3)Cl)C(F)(F)F. Drug 2: C1CN(CCN1C(=O)CCBr)C(=O)CCBr. Cell line: HS 578T. Synergy scores: CSS=6.63, Synergy_ZIP=2.04, Synergy_Bliss=-3.74, Synergy_Loewe=-8.97, Synergy_HSA=-6.25. (4) Drug 1: C1CN1P(=S)(N2CC2)N3CC3. Drug 2: CN1C(=O)N2C=NC(=C2N=N1)C(=O)N. Cell line: HCT-15. Synergy scores: CSS=12.4, Synergy_ZIP=11.6, Synergy_Bliss=21.3, Synergy_Loewe=-10.7, Synergy_HSA=5.86. (5) Drug 1: C1=CC(=C2C(=C1NCCNCCO)C(=O)C3=C(C=CC(=C3C2=O)O)O)NCCNCCO. Drug 2: CC1=C(C=C(C=C1)C(=O)NC2=CC(=CC(=C2)C(F)(F)F)N3C=C(N=C3)C)NC4=NC=CC(=N4)C5=CN=CC=C5. Cell line: PC-3. Synergy scores: CSS=22.4, Synergy_ZIP=-0.712, Synergy_Bliss=-0.467, Synergy_Loewe=-6.20, Synergy_HSA=2.13. (6) Drug 1: C1=CC(=C2C(=C1NCCNCCO)C(=O)C3=C(C=CC(=C3C2=O)O)O)NCCNCCO. Drug 2: COCCOC1=C(C=C2C(=C1)C(=NC=N2)NC3=CC=CC(=C3)C#C)OCCOC.Cl. Cell line: HCT-15. Synergy scores: CSS=57.8, Synergy_ZIP=0.109, Synergy_Bliss=1.56, Synergy_Loewe=-31.5, Synergy_HSA=1.67. (7) Drug 1: C1=CC(=CC=C1CC(C(=O)O)N)N(CCCl)CCCl.Cl. Drug 2: C(CC(=O)O)C(=O)CN.Cl. Cell line: RXF 393. Synergy scores: CSS=10.7, Synergy_ZIP=-3.28, Synergy_Bliss=-1.60, Synergy_Loewe=-5.78, Synergy_HSA=-1.89. (8) Drug 1: C1=C(C(=O)NC(=O)N1)N(CCCl)CCCl. Drug 2: C#CCC(CC1=CN=C2C(=N1)C(=NC(=N2)N)N)C3=CC=C(C=C3)C(=O)NC(CCC(=O)O)C(=O)O. Cell line: HS 578T. Synergy scores: CSS=5.43, Synergy_ZIP=-4.12, Synergy_Bliss=-8.98, Synergy_Loewe=-13.2, Synergy_HSA=-9.26. (9) Drug 1: CC1C(C(CC(O1)OC2CC(CC3=C2C(=C4C(=C3O)C(=O)C5=C(C4=O)C(=CC=C5)OC)O)(C(=O)C)O)N)O.Cl. Drug 2: CCCCCOC(=O)NC1=NC(=O)N(C=C1F)C2C(C(C(O2)C)O)O. Cell line: NCI-H522. Synergy scores: CSS=22.0, Synergy_ZIP=-3.44, Synergy_Bliss=1.72, Synergy_Loewe=-9.83, Synergy_HSA=2.67.